Dataset: NCI-60 drug combinations with 297,098 pairs across 59 cell lines. Task: Regression. Given two drug SMILES strings and cell line genomic features, predict the synergy score measuring deviation from expected non-interaction effect. (1) Drug 1: CC12CCC(CC1=CCC3C2CCC4(C3CC=C4C5=CN=CC=C5)C)O. Drug 2: C1=CC(=CC=C1CCCC(=O)O)N(CCCl)CCCl. Cell line: MOLT-4. Synergy scores: CSS=57.6, Synergy_ZIP=3.07, Synergy_Bliss=3.24, Synergy_Loewe=-1.34, Synergy_HSA=3.45. (2) Drug 1: CCC1(CC2CC(C3=C(CCN(C2)C1)C4=CC=CC=C4N3)(C5=C(C=C6C(=C5)C78CCN9C7C(C=CC9)(C(C(C8N6C)(C(=O)OC)O)OC(=O)C)CC)OC)C(=O)OC)O. Drug 2: CN1C=C(C=N1)C2=C3N=C(C(=C(N3N=C2)N)Br)C4CCCNC4. Cell line: UACC62. Synergy scores: CSS=33.4, Synergy_ZIP=-2.74, Synergy_Bliss=-2.82, Synergy_Loewe=-3.09, Synergy_HSA=0.581. (3) Drug 1: C1CN1C2=NC(=NC(=N2)N3CC3)N4CC4. Drug 2: CC1CCCC2(C(O2)CC(NC(=O)CC(C(C(=O)C(C1O)C)(C)C)O)C(=CC3=CSC(=N3)C)C)C. Cell line: LOX IMVI. Synergy scores: CSS=49.4, Synergy_ZIP=-4.00, Synergy_Bliss=-6.38, Synergy_Loewe=-12.2, Synergy_HSA=-2.11. (4) Drug 2: CS(=O)(=O)CCNCC1=CC=C(O1)C2=CC3=C(C=C2)N=CN=C3NC4=CC(=C(C=C4)OCC5=CC(=CC=C5)F)Cl. Cell line: HCC-2998. Drug 1: CN(C)C1=NC(=NC(=N1)N(C)C)N(C)C. Synergy scores: CSS=-4.36, Synergy_ZIP=2.55, Synergy_Bliss=1.93, Synergy_Loewe=-3.85, Synergy_HSA=-2.82. (5) Drug 1: CCC1=C2CN3C(=CC4=C(C3=O)COC(=O)C4(CC)O)C2=NC5=C1C=C(C=C5)O. Drug 2: C1CN(CCN1C(=O)CCBr)C(=O)CCBr. Cell line: HCC-2998. Synergy scores: CSS=34.7, Synergy_ZIP=-5.47, Synergy_Bliss=-5.01, Synergy_Loewe=1.32, Synergy_HSA=2.83.